Task: Predict the reactants needed to synthesize the given product.. Dataset: Full USPTO retrosynthesis dataset with 1.9M reactions from patents (1976-2016) (1) The reactants are: [CH3:1][C:2]1[CH:7]=[C:6]([NH:8][C:9]([C:11]2[C:16]([NH:17][C:18]3[CH:19]=[N:20][CH:21]=[CH:22][CH:23]=3)=[CH:15][CH:14]=[C:13]([CH3:24])[N:12]=2)=[O:10])[CH:5]=[CH:4][N:3]=1.[F:25]C1C=NC=C(F)C=1.C(=O)([O-])[O-].[Cs+].[Cs+]. Given the product [CH3:1][C:2]1[CH:7]=[C:6]([NH:8][C:9]([C:11]2[C:16]([NH:17][C:18]3[CH:19]=[N:20][CH:21]=[C:22]([F:25])[CH:23]=3)=[CH:15][CH:14]=[C:13]([CH3:24])[N:12]=2)=[O:10])[CH:5]=[CH:4][N:3]=1, predict the reactants needed to synthesize it. (2) The reactants are: [CH3:1][O:2][C:3](=[O:21])[C:4]1[CH:9]=[C:8]([OH:10])[C:7]([CH2:11]/[CH:12]=[CH:13]/[C:14]2[CH:19]=[CH:18][CH:17]=[CH:16][CH:15]=2)=[C:6]([OH:20])[CH:5]=1.CO. Given the product [CH3:1][O:2][C:3]([C:4]1[CH:9]=[C:8]([OH:10])[C:7]2[CH2:11][CH:12]([CH2:13][C:14]3[CH:15]=[CH:16][CH:17]=[CH:18][CH:19]=3)[O:20][C:6]=2[CH:5]=1)=[O:21], predict the reactants needed to synthesize it. (3) Given the product [CH3:27][O:28][C:29]1[CH:30]=[C:31]2[C:36](=[CH:37][CH:38]=1)[NH:35][CH:34]([CH2:39][N:40]1[CH2:41][CH2:42][N:43]([C:46]3[CH:54]=[CH:53][CH:52]=[C:51]4[C:47]=3[CH:48]=[CH:49][NH:50]4)[CH2:44][CH2:45]1)[CH2:33][CH2:32]2, predict the reactants needed to synthesize it. The reactants are: N1C2C(=C(N3CCN(CC4CCC5C(=CC=CC=5)N4)CC3)C=CC=2)C=C1.[CH3:27][O:28][C:29]1[CH:30]=[C:31]2[C:36](=[CH:37][CH:38]=1)[N:35]=[C:34]([CH2:39][N:40]1[CH2:45][CH2:44][N:43]([C:46]3[CH:54]=[CH:53][CH:52]=[C:51]4[C:47]=3[CH:48]=[CH:49][NH:50]4)[CH2:42][CH2:41]1)[CH:33]=[CH:32]2. (4) Given the product [Br:1][C:2]1[CH:15]=[CH:14][C:13]2[N:12]([S:16]([C:19]3[CH:24]=[CH:23][C:22]([OH:25])=[CH:21][CH:20]=3)(=[O:18])=[O:17])[CH:11]([CH2:27][CH3:28])[C:10]3[C:5](=[CH:6][CH:7]=[C:8]([F:29])[CH:9]=3)[C:4]=2[CH:3]=1, predict the reactants needed to synthesize it. The reactants are: [Br:1][C:2]1[CH:15]=[CH:14][C:13]2[N:12]([S:16]([C:19]3[CH:24]=[CH:23][C:22]([O:25]C)=[CH:21][CH:20]=3)(=[O:18])=[O:17])[CH:11]([CH2:27][CH3:28])[C:10]3[C:5](=[CH:6][CH:7]=[C:8]([F:29])[CH:9]=3)[C:4]=2[CH:3]=1.B(Cl)(Cl)Cl.ClCCl. (5) Given the product [OH:35][C@@H:8]([C:9]([N:11]1[CH2:12][CH2:13][N:14]([C:17]2[C:26]3[C:21](=[CH:22][C:23]([CH3:27])=[CH:24][CH:25]=3)[N:20]=[C:19]([C:28]3[CH:33]=[CH:32][CH:31]=[CH:30][C:29]=3[OH:34])[N:18]=2)[CH2:15][CH2:16]1)=[O:10])[CH2:7][C:6]([OH:36])=[O:5], predict the reactants needed to synthesize it. The reactants are: O[Li].O.C[O:5][C:6](=[O:36])[CH2:7][C@@H:8]([OH:35])[C:9]([N:11]1[CH2:16][CH2:15][N:14]([C:17]2[C:26]3[C:21](=[CH:22][C:23]([CH3:27])=[CH:24][CH:25]=3)[N:20]=[C:19]([C:28]3[CH:33]=[CH:32][CH:31]=[CH:30][C:29]=3[OH:34])[N:18]=2)[CH2:13][CH2:12]1)=[O:10].Cl. (6) Given the product [C:37]1([C:6]2[C:7]([C:13]3[CH:18]=[CH:17][C:16]([CH2:19][N:20]4[CH2:25][CH2:24][CH:23]([C:26]5[NH:30][C:29]([C:31]6[CH:36]=[N:35][CH:34]=[CH:33][N:32]=6)=[N:28][N:27]=5)[CH2:22][CH2:21]4)=[CH:15][CH:14]=3)=[N:8][C:9]3[CH:10]=[CH:11][N:12]4[CH:45]=[N:2][N:1]=[C:3]4[C:4]=3[CH:5]=2)[CH:42]=[CH:41][CH:40]=[CH:39][CH:38]=1, predict the reactants needed to synthesize it. The reactants are: [NH:1]([C:3]1[N:12]=[CH:11][CH:10]=[C:9]2[C:4]=1[CH:5]=[C:6]([C:37]1[CH:42]=[CH:41][CH:40]=[CH:39][CH:38]=1)[C:7]([C:13]1[CH:18]=[CH:17][C:16]([CH2:19][N:20]3[CH2:25][CH2:24][CH:23]([C:26]4[NH:30][C:29]([C:31]5[CH:36]=[N:35][CH:34]=[CH:33][N:32]=5)=[N:28][N:27]=4)[CH2:22][CH2:21]3)=[CH:15][CH:14]=1)=[N:8]2)[NH2:2].CO.[CH:45](OC)(OC)OC.O.C1(C)C=CC(S(O)(=O)=O)=CC=1. (7) Given the product [NH2:1][C:2]1[N:6]([CH:7]2[CH2:12][CH2:11][CH2:10][N:9]([C:29](=[O:33])/[CH:30]=[CH:31]/[CH3:32])[CH2:8]2)[N:5]=[C:4]([C:13]2[CH:14]=[CH:15][C:16]([O:19][C:20]3[CH:25]=[CH:24][CH:23]=[CH:22][CH:21]=3)=[CH:17][CH:18]=2)[C:3]=1[C:26]([NH2:28])=[O:27], predict the reactants needed to synthesize it. The reactants are: [NH2:1][C:2]1[N:6]([CH:7]2[CH2:12][CH2:11][CH2:10][NH:9][CH2:8]2)[N:5]=[C:4]([C:13]2[CH:18]=[CH:17][C:16]([O:19][C:20]3[CH:25]=[CH:24][CH:23]=[CH:22][CH:21]=3)=[CH:15][CH:14]=2)[C:3]=1[C:26]([NH2:28])=[O:27].[C:29](O)(=[O:33])/[CH:30]=[CH:31]/[CH3:32].C(N(CC)C(C)C)(C)C.